From a dataset of Catalyst prediction with 721,799 reactions and 888 catalyst types from USPTO. Predict which catalyst facilitates the given reaction. (1) Reactant: C([Sn](CCCC)(CCCC)[C:6]1[N:7]=[C:8]2[C:14]3[CH:15]=[CH:16][C:17]([C:19]([O:21][CH3:22])=[O:20])=[CH:18][C:13]=3[O:12][CH2:11][CH2:10][N:9]2[CH:23]=1)CCC.N[C:33]1[N:37]([CH:38]([CH3:40])[CH3:39])[N:36]=[CH:35][C:34]=1[C:41]#[N:42].C1(C)C=CC=CC=1. Product: [C:41]([C:34]1[CH:35]=[N:36][N:37]([CH:38]([CH3:40])[CH3:39])[C:33]=1[C:6]1[N:7]=[C:8]2[C:14]3[CH:15]=[CH:16][C:17]([C:19]([O:21][CH3:22])=[O:20])=[CH:18][C:13]=3[O:12][CH2:11][CH2:10][N:9]2[CH:23]=1)#[N:42]. The catalyst class is: 73. (2) Reactant: [N:1]1([S:11]([C:14]2[CH:15]=[C:16]([N:20]3[C:25](=[O:26])[C:24]4=[C:27]([C:30]#[N:31])[S:28][CH:29]=[C:23]4[NH:22][C:21]3=[O:32])[CH:17]=[CH:18][CH:19]=2)(=[O:13])=[O:12])[C:10]2[C:5](=[CH:6][CH:7]=[CH:8][CH:9]=2)[CH2:4][CH2:3][CH2:2]1.[N-:33]=[N+:34]=[N-:35].[Na+].[Cl-].[NH4+].Cl. Product: [N:1]1([S:11]([C:14]2[CH:15]=[C:16]([N:20]3[C:25](=[O:26])[C:24]4=[C:27]([C:30]5[NH:35][N:34]=[N:33][N:31]=5)[S:28][CH:29]=[C:23]4[NH:22][C:21]3=[O:32])[CH:17]=[CH:18][CH:19]=2)(=[O:12])=[O:13])[C:10]2[C:5](=[CH:6][CH:7]=[CH:8][CH:9]=2)[CH2:4][CH2:3][CH2:2]1. The catalyst class is: 18.